This data is from Catalyst prediction with 721,799 reactions and 888 catalyst types from USPTO. The task is: Predict which catalyst facilitates the given reaction. (1) Reactant: [CH3:1][O:2][C:3]1[CH:8]=[C:7]([O:9][CH3:10])[CH:6]=[CH:5][C:4]=1[CH2:11][CH2:12][CH2:13][CH2:14][OH:15].[CH3:16][S:17](Cl)(=[O:19])=[O:18]. Product: [CH3:1][O:2][C:3]1[CH:8]=[C:7]([O:9][CH3:10])[CH:6]=[CH:5][C:4]=1[CH2:11][CH2:12][CH2:13][CH2:14][O:15][S:17]([CH3:16])(=[O:19])=[O:18]. The catalyst class is: 66. (2) Reactant: C(OCC)C.O[CH:7]([C:17]1[CH:24]=[CH:23][CH:22]=[CH:21][C:18]=1[CH:19]=[O:20])[CH2:8][C:9]([CH2:12][Si](C)(C)C)=[C:10]=[CH2:11].[Si](OS(C(F)(F)F)(=O)=O)(C)(C)C.O. Product: [CH2:11]=[C:10]1[C:9](=[CH2:12])[CH2:8][CH:7]2[O:20][CH:19]1[CH:18]1[C:17]2=[C:24]=[CH:23][CH:22]=[CH:21]1. The catalyst class is: 25. (3) Reactant: [C:1]([NH:4][CH2:5][CH2:6][C:7]1[CH:12]=[C:11]([O:13][CH3:14])[C:10]([O:15][CH3:16])=[CH:9][C:8]=1[C:17]1[CH:22]=[CH:21][C:20]([C@H:23]2[C@H:28]([C:29]3[CH:34]=[CH:33][N:32]([CH3:35])[C:31](=[O:36])[CH:30]=3)[CH2:27][CH2:26][N:25](C(OC(C)(C)C)=O)[CH2:24]2)=[C:19]([Cl:44])[CH:18]=1)(=[O:3])[CH3:2].Cl.O1CCOCC1. Product: [Cl:44][C:19]1[CH:18]=[C:17]([C:8]2[CH:9]=[C:10]([O:15][CH3:16])[C:11]([O:13][CH3:14])=[CH:12][C:7]=2[CH2:6][CH2:5][NH:4][C:1](=[O:3])[CH3:2])[CH:22]=[CH:21][C:20]=1[C@H:23]1[C@H:28]([C:29]2[CH:34]=[CH:33][N:32]([CH3:35])[C:31](=[O:36])[CH:30]=2)[CH2:27][CH2:26][NH:25][CH2:24]1. The catalyst class is: 2. (4) Reactant: [Cl:1][C:2]1[CH:3]=[C:4]([N+:9]([O-:11])=[O:10])[C:5]([OH:8])=[N:6][CH:7]=1.[H-].[Na+].[CH3:14][O:15][C:16]1[CH:23]=[CH:22][C:19]([CH2:20]Cl)=[CH:18][CH:17]=1. Product: [Cl:1][C:2]1[CH:3]=[C:4]([N+:9]([O-:11])=[O:10])[C:5](=[O:8])[N:6]([CH2:20][C:19]2[CH:22]=[CH:23][C:16]([O:15][CH3:14])=[CH:17][CH:18]=2)[CH:7]=1. The catalyst class is: 3. (5) Reactant: C[Si]([C:5]#[C:6][C:7]1[CH:12]=[CH:11][C:10]([CH:13]2[CH2:18][CH2:17][N:16]([C:19]([O:21][C:22]([CH3:25])([CH3:24])[CH3:23])=[O:20])[CH2:15][CH2:14]2)=[CH:9][CH:8]=1)(C)C.[F-].C([N+](CCCC)(CCCC)CCCC)CCC. Product: [C:6]([C:7]1[CH:8]=[CH:9][C:10]([CH:13]2[CH2:14][CH2:15][N:16]([C:19]([O:21][C:22]([CH3:25])([CH3:24])[CH3:23])=[O:20])[CH2:17][CH2:18]2)=[CH:11][CH:12]=1)#[CH:5]. The catalyst class is: 30. (6) Reactant: [Br:1][C:2]1[CH:3]=[C:4]([CH2:8][N:9]([CH3:22])[S:10]([C:13]2[CH:14]=[C:15]([CH:19]=[CH:20][CH:21]=2)[C:16]([OH:18])=O)(=[O:12])=[O:11])[CH:5]=[CH:6][CH:7]=1.[NH2:23][CH2:24][C:25]1[C:30]([CH2:31][CH3:32])=[N:29][C:28]2[N:33]([CH2:36][CH3:37])[N:34]=[CH:35][C:27]=2[C:26]=1[NH:38][CH:39]1[CH2:44][CH2:43][O:42][CH2:41][CH2:40]1.CN(C(ON1N=NC2C=CC=CC1=2)=[N+](C)C)C.F[P-](F)(F)(F)(F)F. Product: [Br:1][C:2]1[CH:3]=[C:4]([CH2:8][N:9]([CH3:22])[S:10]([C:13]2[CH:14]=[C:15]([CH:19]=[CH:20][CH:21]=2)[C:16]([NH:23][CH2:24][C:25]2[C:26]([NH:38][CH:39]3[CH2:40][CH2:41][O:42][CH2:43][CH2:44]3)=[C:27]3[CH:35]=[N:34][N:33]([CH2:36][CH3:37])[C:28]3=[N:29][C:30]=2[CH2:31][CH3:32])=[O:18])(=[O:11])=[O:12])[CH:5]=[CH:6][CH:7]=1. The catalyst class is: 2. (7) Reactant: [C:1]1([S:7]([C:10]2[CH:18]=[C:17]3[C:13]([C:14]([CH3:30])([CH3:29])[CH2:15][N:16]3[Si](C(C)C)(C(C)C)C(C)C)=[CH:12][C:11]=2[F:31])(=[O:9])=[O:8])[CH:6]=[CH:5][CH:4]=[CH:3][CH:2]=1.CCCC[N+](CCCC)(CCCC)CCCC.[F-]. Product: [C:1]1([S:7]([C:10]2[CH:18]=[C:17]3[C:13]([C:14]([CH3:29])([CH3:30])[CH2:15][NH:16]3)=[CH:12][C:11]=2[F:31])(=[O:9])=[O:8])[CH:2]=[CH:3][CH:4]=[CH:5][CH:6]=1. The catalyst class is: 1.